This data is from Merck oncology drug combination screen with 23,052 pairs across 39 cell lines. The task is: Regression. Given two drug SMILES strings and cell line genomic features, predict the synergy score measuring deviation from expected non-interaction effect. (1) Drug 1: O=c1[nH]cc(F)c(=O)[nH]1. Drug 2: Cc1nc(Nc2ncc(C(=O)Nc3c(C)cccc3Cl)s2)cc(N2CCN(CCO)CC2)n1. Cell line: A375. Synergy scores: synergy=2.68. (2) Drug 1: CS(=O)(=O)CCNCc1ccc(-c2ccc3ncnc(Nc4ccc(OCc5cccc(F)c5)c(Cl)c4)c3c2)o1. Drug 2: O=C(O)C1(Cc2cccc(Nc3nccs3)n2)CCC(Oc2cccc(Cl)c2F)CC1. Cell line: NCIH23. Synergy scores: synergy=8.91. (3) Drug 1: CC1(c2nc3c(C(N)=O)cccc3[nH]2)CCCN1. Drug 2: CCC1(O)C(=O)OCc2c1cc1n(c2=O)Cc2cc3c(CN(C)C)c(O)ccc3nc2-1. Cell line: SKMEL30. Synergy scores: synergy=-7.16. (4) Drug 1: CC(=O)OC1C(=O)C2(C)C(O)CC3OCC3(OC(C)=O)C2C(OC(=O)c2ccccc2)C2(O)CC(OC(=O)C(O)C(NC(=O)c3ccccc3)c3ccccc3)C(C)=C1C2(C)C. Drug 2: O=C(O)C1(Cc2cccc(Nc3nccs3)n2)CCC(Oc2cccc(Cl)c2F)CC1. Cell line: SW620. Synergy scores: synergy=18.4.